This data is from Reaction yield outcomes from USPTO patents with 853,638 reactions. The task is: Predict the reaction yield, written as a fraction of the theoretical maximum amount of product (1.0 means a 100% yield; for example, 0.34 means a 34% yield). (1) The reactants are [N+]([O-])(O)=O.[CH3:5][C:6]12[CH2:15][CH:10]3[CH2:11][CH:12]([CH2:14][CH:8]([CH2:9]3)[CH2:7]1)[CH2:13]2.S(=O)(=O)(O)O.[CH:21]([NH2:23])=[O:22]. The catalyst is ClCCl. The product is [CH:21]([NH:23][C:12]12[CH2:14][CH:8]3[CH2:9][CH:10]([CH2:15][C:6]([CH3:5])([CH2:7]3)[CH2:13]1)[CH2:11]2)=[O:22]. The yield is 0.450. (2) The reactants are [F:1][C:2]([F:28])([F:27])[CH:3]([C:18]1[CH:23]=[C:22]([Cl:24])[C:21]([Cl:25])=[C:20]([Cl:26])[CH:19]=1)/[CH:4]=[CH:5]/[C:6]1[CH:11]=[CH:10][C:9]([CH2:12][NH2:13])=[C:8]([C:14]([F:17])([F:16])[F:15])[CH:7]=1.[N:29]1[CH:34]=[CH:33][CH:32]=[CH:31][C:30]=1[CH:35]=O.[BH4-].[Na+]. The catalyst is CO. The product is [N:29]1[CH:34]=[CH:33][CH:32]=[CH:31][C:30]=1[CH2:35][NH:13][CH2:12][C:9]1[CH:10]=[CH:11][C:6](/[CH:5]=[CH:4]/[CH:3]([C:18]2[CH:19]=[C:20]([Cl:26])[C:21]([Cl:25])=[C:22]([Cl:24])[CH:23]=2)[C:2]([F:1])([F:27])[F:28])=[CH:7][C:8]=1[C:14]([F:16])([F:17])[F:15]. The yield is 0.400. (3) The reactants are [Li]CCCC.CC(NC(C)C)C.CN(C)CCN(C)C.[Cl:21][C:22]1[CH:27]=[CH:26][C:25]([C:28]2([C:33]3[CH:34]=[C:35]4[C:40](=[CH:41][CH:42]=3)[N:39]=[CH:38][CH:37]=[C:36]4[CH3:43])[O:32][CH2:31][CH2:30][O:29]2)=[CH:24][CH:23]=1.Cl[CH2:45][C:46]1[CH:51]=[CH:50][CH:49]=[CH:48][CH:47]=1. The catalyst is C1COCC1. The product is [Cl:21][C:22]1[CH:23]=[CH:24][C:25]([C:28]2([C:33]3[CH:34]=[C:35]4[C:40](=[CH:41][CH:42]=3)[N:39]=[CH:38][CH:37]=[C:36]4[CH2:43][CH2:45][C:46]3[CH:51]=[CH:50][CH:49]=[CH:48][CH:47]=3)[O:29][CH2:30][CH2:31][O:32]2)=[CH:26][CH:27]=1. The yield is 0.560. (4) The reactants are [H-].[Na+].[CH:3]1([CH2:8][OH:9])[CH2:7][CH2:6][CH2:5][CH2:4]1.Cl[C:11]1[C:39]([CH3:40])=[CH:38][C:14]2[N:15]=[C:16]3[C:21]([N:22]([CH2:23][CH2:24][CH2:25][CH2:26][CH2:27][CH2:28][C:29]([O:31]C(C)(C)C)=[O:30])[C:13]=2[CH:12]=1)=[N:20][C:19](=[O:36])[NH:18][C:17]3=[O:37]. The catalyst is CS(C)=O. The product is [CH:3]1([CH2:8][O:9][C:11]2[C:39]([CH3:40])=[CH:38][C:14]3[N:15]=[C:16]4[C:21]([N:22]([CH2:23][CH2:24][CH2:25][CH2:26][CH2:27][CH2:28][C:29]([OH:31])=[O:30])[C:13]=3[CH:12]=2)=[N:20][C:19](=[O:36])[NH:18][C:17]4=[O:37])[CH2:7][CH2:6][CH2:5][CH2:4]1. The yield is 0.0900. (5) The reactants are C1(P(C2C=CC=CC=2)C2C=CC=CC=2)C=CC=CC=1.BrN1C(=O)CCC1=O.[CH:28]1([CH2:33][CH:34]([C:38]2[CH:43]=[CH:42][CH:41]=[C:40]([S:44]([C:47]([F:50])([F:49])[F:48])(=[O:46])=[O:45])[CH:39]=2)[C:35]([OH:37])=O)[CH2:32][CH2:31][CH2:30][CH2:29]1.[NH2:51][C:52]1[S:53][CH:54]=[CH:55][N:56]=1. The catalyst is C(Cl)Cl. The product is [CH:28]1([CH2:33][CH:34]([C:38]2[CH:43]=[CH:42][CH:41]=[C:40]([S:44]([C:47]([F:49])([F:50])[F:48])(=[O:45])=[O:46])[CH:39]=2)[C:35]([NH:51][C:52]2[S:53][CH:54]=[CH:55][N:56]=2)=[O:37])[CH2:32][CH2:31][CH2:30][CH2:29]1. The yield is 0.720. (6) The reactants are CN(C([O:8][N:9]1N=NC2C=CC=NC1=2)=[N+](C)C)C.F[P-](F)(F)(F)(F)F.[CH3:25][C:26]([CH3:31])([CH3:30])[C:27](O)=[O:28].C(N(CC)CC)C.[S:39]1[C:47]2[CH2:46][CH2:45][NH:44][CH2:43][C:42]=2[CH:41]=[C:40]1[C:48]([O:50]CC)=O.Cl.NO.[OH-].[K+]. The catalyst is C(Cl)Cl.CN(C=O)C.CS(C)=O.CO. The product is [CH3:25][C:26]([CH3:31])([CH3:30])[C:27]([N:44]1[CH2:45][CH2:46][C:47]2[S:39][C:40]([C:48]([NH:9][OH:8])=[O:50])=[CH:41][C:42]=2[CH2:43]1)=[O:28]. The yield is 0.240.